From a dataset of Full USPTO retrosynthesis dataset with 1.9M reactions from patents (1976-2016). Predict the reactants needed to synthesize the given product. (1) The reactants are: [Br:1][C:2]1[C:3]([CH3:9])=[N:4][C:5](Cl)=[N:6][CH:7]=1.[CH3:10][S:11]([C@H:14]1[CH2:18][CH2:17][NH:16][CH2:15]1)(=[O:13])=[O:12].CCN(CC)CC. Given the product [Br:1][C:2]1[C:3]([CH3:9])=[N:4][C:5]([N:16]2[CH2:17][CH2:18][C@H:14]([S:11]([CH3:10])(=[O:13])=[O:12])[CH2:15]2)=[N:6][CH:7]=1, predict the reactants needed to synthesize it. (2) Given the product [CH3:51][O:41][CH2:39][CH2:38][CH2:37][CH2:36][CH2:35][CH2:34][C@@H:19]1[CH2:18][C@@H:17]2[C@H:9]([CH2:10][CH2:11][C@@:12]3([CH3:27])[C@H:16]2[CH2:15][CH2:14][CH:13]3[OH:23])[C:8]2[CH:7]=[CH:6][C:5]([OH:4])=[CH:21][C:20]1=2, predict the reactants needed to synthesize it. The reactants are: COC[O:4][C:5]1[CH:6]=[CH:7][C:8]2[C@@H:9]3[C@@H:17]([CH2:18][C:19](=O)[C:20]=2[CH:21]=1)[C@H:16]1[C@@:12]([CH3:27])([C@@H:13]([O:23]COC)[CH2:14][CH2:15]1)[CH2:11][CH2:10]3.CC(OI1(OC(C)=O)(OC(C)=O)[O:41][C:39](=O)[C:38]2[CH:37]=[CH:36][CH:35]=[CH:34]C1=2)=O.O.[CH2:51](Cl)Cl. (3) Given the product [CH2:39]([N:5]([CH2:1][CH2:2][CH2:3][CH3:4])[C:6]1[CH:11]=[CH:10][C:9]([CH:12]=[CH:13][C:14]2[S:18][C:17]([CH:19]=[CH:50][C:49]3[C:48]([CH3:55])([C:51]([F:54])([F:52])[F:53])[O:47][C:46](=[C:56]([C:57]#[N:58])[C:59]#[N:60])[C:45]=3[C:43]#[N:44])=[CH:16][CH:15]=2)=[C:8]([O:21][Si:22]([C:35]([CH3:38])([CH3:37])[CH3:36])([C:23]2[CH:28]=[CH:27][CH:26]=[CH:25][CH:24]=2)[C:29]2[CH:34]=[CH:33][CH:32]=[CH:31][CH:30]=2)[CH:7]=1)[CH2:40][CH2:41][CH3:42], predict the reactants needed to synthesize it. The reactants are: [CH2:1]([N:5]([CH2:39][CH2:40][CH2:41][CH3:42])[C:6]1[CH:11]=[CH:10][C:9]([CH:12]=[CH:13][C:14]2[S:18][C:17]([CH:19]=O)=[CH:16][CH:15]=2)=[C:8]([O:21][Si:22]([C:35]([CH3:38])([CH3:37])[CH3:36])([C:29]2[CH:34]=[CH:33][CH:32]=[CH:31][CH:30]=2)[C:23]2[CH:28]=[CH:27][CH:26]=[CH:25][CH:24]=2)[CH:7]=1)[CH2:2][CH2:3][CH3:4].[C:43]([C:45]1[C:46](=[C:56]([C:59]#[N:60])[C:57]#[N:58])[O:47][C:48]([CH3:55])([C:51]([F:54])([F:53])[F:52])[C:49]=1[CH3:50])#[N:44].